From a dataset of Oral bioavailability binary classification data from Ma et al.. Regression/Classification. Given a drug SMILES string, predict its absorption, distribution, metabolism, or excretion properties. Task type varies by dataset: regression for continuous measurements (e.g., permeability, clearance, half-life) or binary classification for categorical outcomes (e.g., BBB penetration, CYP inhibition). Dataset: bioavailability_ma. (1) The molecule is CC(C)(C(=O)O)c1ccc(C(O)CCCN2CCC(C(O)(c3ccccc3)c3ccccc3)CC2)cc1. The result is 1 (high bioavailability). (2) The molecule is O=C(O)P(=O)(O)O. The result is 0 (low bioavailability). (3) The compound is C#Cc1cccc(Nc2ncnc3cc(OCCOC)c(OCCOC)cc23)c1. The result is 1 (high bioavailability).